From a dataset of Full USPTO retrosynthesis dataset with 1.9M reactions from patents (1976-2016). Predict the reactants needed to synthesize the given product. (1) Given the product [OH:2][C:3]1[C:8]2[O:9][C:10]([C:12]3[O:13][C:14]([CH3:17])=[N:15][N:16]=3)=[CH:11][C:7]=2[CH:6]=[CH:5][CH:4]=1, predict the reactants needed to synthesize it. The reactants are: C[O:2][C:3]1[C:8]2[O:9][C:10]([C:12]3[O:13][C:14]([CH3:17])=[N:15][N:16]=3)=[CH:11][C:7]=2[CH:6]=[CH:5][CH:4]=1.B(Br)(Br)Br. (2) Given the product [Cl:1][C:7]1[C:6]([CH3:13])=[CH:5][N+:4]([O-:14])=[C:3]([CH3:2])[C:8]=1[CH3:9], predict the reactants needed to synthesize it. The reactants are: [ClH:1].[CH3:2][C:3]1[C:8]([CH3:9])=[C:7]([N+]([O-])=O)[C:6]([CH3:13])=[CH:5][N+:4]=1[O-:14].C(=O)([O-])[O-].[K+].[K+].C(OC(C)C)(C)C.